Dataset: Full USPTO retrosynthesis dataset with 1.9M reactions from patents (1976-2016). Task: Predict the reactants needed to synthesize the given product. (1) Given the product [CH3:1][O:2][C:3](=[O:29])[C:4]1[CH:9]=[CH:8][C:7]([O:10][CH2:11][CH2:12][CH2:13][O:38]/[N:37]=[CH:36]/[C:33]2[CH:34]=[CH:35][C:30]([C:39]3[CH:40]=[CH:41][CH:42]=[CH:43][CH:44]=3)=[CH:31][CH:32]=2)=[CH:6][C:5]=1[NH:15][C:16](=[O:28])[C:17]1[CH:22]=[CH:21][C:20]([O:23][C:24]([F:27])([F:26])[F:25])=[CH:19][CH:18]=1, predict the reactants needed to synthesize it. The reactants are: [CH3:1][O:2][C:3](=[O:29])[C:4]1[CH:9]=[CH:8][C:7]([O:10][CH2:11][CH2:12][CH2:13]Br)=[CH:6][C:5]=1[NH:15][C:16](=[O:28])[C:17]1[CH:22]=[CH:21][C:20]([O:23][C:24]([F:27])([F:26])[F:25])=[CH:19][CH:18]=1.[C:30]1([C:39]2[CH:44]=[CH:43][CH:42]=[CH:41][CH:40]=2)[CH:35]=[CH:34][C:33]([CH:36]=[N:37][OH:38])=[CH:32][CH:31]=1.C(=O)([O-])[O-].[Cs+].[Cs+]. (2) Given the product [CH:12]1([NH:11][N:10]2[C:6]3[C:5]([CH3:19])=[C:4]([CH3:20])[N:3]=[C:2]([NH:28][CH2:27][C:26]4[CH:29]=[CH:30][C:23]([O:22][CH3:21])=[CH:24][CH:25]=4)[C:7]=3[N:8]=[C:9]2[CH3:18])[CH2:17][CH2:16][CH2:15][CH2:14][CH2:13]1, predict the reactants needed to synthesize it. The reactants are: Cl[C:2]1[C:7]2[N:8]=[C:9]([CH3:18])[N:10]([NH:11][CH:12]3[CH2:17][CH2:16][CH2:15][CH2:14][CH2:13]3)[C:6]=2[C:5]([CH3:19])=[C:4]([CH3:20])[N:3]=1.[CH3:21][O:22][C:23]1[CH:30]=[CH:29][C:26]([CH2:27][NH2:28])=[CH:25][CH:24]=1.